From a dataset of Reaction yield outcomes from USPTO patents with 853,638 reactions. Predict the reaction yield, written as a fraction of the theoretical maximum amount of product (1.0 means a 100% yield; for example, 0.34 means a 34% yield). The reactants are [O:1]=[C:2]1[CH2:11][C:10]2[C:9]([N:12]3[CH2:17][CH2:16][N:15]([CH2:18][CH2:19][CH2:20][CH2:21][O:22][C:23]4[N:32]=[C:31]5[C:26]([CH:27]=[CH:28][C:29](=[O:33])[NH:30]5)=[CH:25][CH:24]=4)[CH2:14][CH2:13]3)=[CH:8][CH:7]=[CH:6][C:5]=2[CH2:4][CH2:3]1.[BH4-].[Na+]. The catalyst is CO. The product is [OH:1][CH:2]1[CH2:11][C:10]2[C:9]([N:12]3[CH2:13][CH2:14][N:15]([CH2:18][CH2:19][CH2:20][CH2:21][O:22][C:23]4[N:32]=[C:31]5[C:26]([CH:27]=[CH:28][C:29](=[O:33])[NH:30]5)=[CH:25][CH:24]=4)[CH2:16][CH2:17]3)=[CH:8][CH:7]=[CH:6][C:5]=2[CH2:4][CH2:3]1. The yield is 0.500.